This data is from Forward reaction prediction with 1.9M reactions from USPTO patents (1976-2016). The task is: Predict the product of the given reaction. (1) Given the reactants [Cl:1][C:2]1[CH:7]=[C:6]([Cl:8])[CH:5]=[CH:4][C:3]=1[CH2:9][CH:10]([C:20]1[CH:25]=[CH:24][C:23]([Cl:26])=[CH:22][CH:21]=1)[C:11](=[N:13][S:14]([CH2:16][CH:17]([CH3:19])[CH3:18])=[O:15])[CH3:12].C[Mg]Br, predict the reaction product. The product is: [Cl:1][C:2]1[CH:7]=[C:6]([Cl:8])[CH:5]=[CH:4][C:3]=1[CH2:9][CH:10]([C:20]1[CH:25]=[CH:24][C:23]([Cl:26])=[CH:22][CH:21]=1)[CH:11]([NH:13][S:14]([CH2:16][CH:17]([CH3:18])[CH3:19])=[O:15])[CH3:12]. (2) The product is: [NH2:1][C:2]1[N:10]=[CH:9][N:8]=[C:7]2[C:3]=1[N:4]([C:25]1[CH:30]=[CH:29][C:28]([O:31][C:32]3[CH:37]=[CH:36][CH:35]=[CH:34][CH:33]=3)=[CH:27][CH:26]=1)[C:5](=[O:24])[N:6]2[C:11]1[CH:12]=[C:13]([NH:17][C:18](=[O:23])/[CH:19]=[CH:20]/[CH2:21][NH:47][CH:44]2[CH2:46][CH2:45]2)[CH:14]=[CH:15][CH:16]=1. Given the reactants [NH2:1][C:2]1[N:10]=[CH:9][N:8]=[C:7]2[C:3]=1[N:4]([C:25]1[CH:30]=[CH:29][C:28]([O:31][C:32]3[CH:37]=[CH:36][CH:35]=[CH:34][CH:33]=3)=[CH:27][CH:26]=1)[C:5](=[O:24])[N:6]2[C:11]1[CH:12]=[C:13]([NH:17][C:18](=[O:23])/[CH:19]=[CH:20]/[CH2:21]Br)[CH:14]=[CH:15][CH:16]=1.C([O-])([O-])=O.[K+].[K+].[CH:44]1([NH2:47])[CH2:46][CH2:45]1, predict the reaction product. (3) Given the reactants C(Cl)CCl.[CH3:5][N:6]([CH3:11])[S:7]([NH2:10])(=[O:9])=[O:8].[CH:12]1([C@H:16]([NH:18][C:19]2[N:27]=[C:26]([C:28](O)=[O:29])[N:25]=[C:24]3[C:20]=2[N:21]([CH2:31][C@H:32]2[CH2:37][CH2:36][C@H:35]([CH3:38])[CH2:34][CH2:33]2)[CH:22]=[N:23]3)[CH3:17])[CH2:15][CH2:14][CH2:13]1, predict the reaction product. The product is: [CH:12]1([C@H:16]([NH:18][C:19]2[N:27]=[C:26]([C:28]([NH:10][S:7](=[O:9])(=[O:8])[N:6]([CH3:11])[CH3:5])=[O:29])[N:25]=[C:24]3[C:20]=2[N:21]([CH2:31][C@H:32]2[CH2:33][CH2:34][C@H:35]([CH3:38])[CH2:36][CH2:37]2)[CH:22]=[N:23]3)[CH3:17])[CH2:15][CH2:14][CH2:13]1.